From a dataset of Forward reaction prediction with 1.9M reactions from USPTO patents (1976-2016). Predict the product of the given reaction. (1) Given the reactants [NH:1]1[C:5]2[CH:6]=[CH:7][CH:8]=[CH:9][C:4]=2[N:3]=[CH:2]1.C(=O)([O-])[O-].[K+].[K+].[Br:16][C:17]1[CH:22]=[C:21]([CH2:23]Br)[CH:20]=[CH:19][C:18]=1[O:25][CH3:26], predict the reaction product. The product is: [Br:16][C:17]1[CH:22]=[C:21]([CH:20]=[CH:19][C:18]=1[O:25][CH3:26])[CH2:23][N:1]1[C:5]2[CH:6]=[CH:7][CH:8]=[CH:9][C:4]=2[N:3]=[CH:2]1. (2) Given the reactants [CH3:1][O:2][C:3]1[C:4]([N:21]([CH3:23])[CH3:22])=[CH:5][C:6]2[CH:12]([CH3:13])[CH2:11][N:10](C(=O)C(F)(F)F)[CH2:9][CH2:8][C:7]=2[N:20]=1.C([O-])([O-])=O.[K+].[K+].CO.O, predict the reaction product. The product is: [CH3:1][O:2][C:3]1[C:4]([N:21]([CH3:23])[CH3:22])=[CH:5][C:6]2[CH:12]([CH3:13])[CH2:11][NH:10][CH2:9][CH2:8][C:7]=2[N:20]=1. (3) Given the reactants [CH:1]1([P:7]([CH:24]2[CH2:29][CH2:28][CH2:27][CH2:26][CH2:25]2)[C:8]2[CH:13]=[CH:12][CH:11]=[CH:10][C:9]=2[C:14]2[C:19]([O:20][CH3:21])=[CH:18][CH:17]=[CH:16][C:15]=2[O:22][CH3:23])[CH2:6][CH2:5][CH2:4][CH2:3][CH2:2]1.C(Cl)Cl.[OH:33][S:34](O)(=[O:36])=[O:35].[OH-].[Na+:39], predict the reaction product. The product is: [CH:24]1([P:7]([CH:1]2[CH2:6][CH2:5][CH2:4][CH2:3][CH2:2]2)[C:8]2[CH:13]=[CH:12][CH:11]=[CH:10][C:9]=2[C:14]2[C:19]([O:20][CH3:21])=[CH:18][CH:17]=[C:16]([S:34]([O-:36])(=[O:35])=[O:33])[C:15]=2[O:22][CH3:23])[CH2:25][CH2:26][CH2:27][CH2:28][CH2:29]1.[Na+:39]. (4) Given the reactants [CH3:1][CH:2]([CH3:13])[CH2:3][CH2:4][CH:5]1[C:10](=[O:11])[CH2:9][CH2:8][CH2:7][C:6]1=[O:12].[CH2:14](O)[CH:15]([CH3:17])[CH3:16].O, predict the reaction product. The product is: [CH3:1][CH:2]([CH3:13])[CH2:3][CH2:4][C:5]1[C:10](=[O:11])[CH2:9][CH2:8][CH2:7][C:6]=1[O:12][CH2:14][CH:15]([CH3:17])[CH3:16]. (5) Given the reactants [Cl-].[NH4+].[Cl:3][C:4]1[CH:9]=[C:8]([N+:10]([O-])=O)[CH:7]=[C:6]([C:13]([F:16])([F:15])[F:14])[C:5]=1[S:17][C:18]1[CH:23]=[CH:22][C:21]([O:24][CH3:25])=[CH:20][CH:19]=1, predict the reaction product. The product is: [Cl:3][C:4]1[CH:9]=[C:8]([CH:7]=[C:6]([C:13]([F:16])([F:14])[F:15])[C:5]=1[S:17][C:18]1[CH:19]=[CH:20][C:21]([O:24][CH3:25])=[CH:22][CH:23]=1)[NH2:10]. (6) Given the reactants N([O-])=O.[Na+].[N+]([O-])(O)=O.S[C:10]1[N:11]([CH2:17][CH2:18][CH3:19])[C:12]([CH2:15][OH:16])=[CH:13][N:14]=1.C(=O)([O-])[O-].[Na+].[Na+], predict the reaction product. The product is: [CH2:17]([N:11]1[C:12]([CH2:15][OH:16])=[CH:13][N:14]=[CH:10]1)[CH2:18][CH3:19]. (7) Given the reactants [ClH:1].[N:2]1[C:11]2[CH:10]=[C:9]3[CH2:12][CH2:13][NH:14][CH2:15][CH2:16][C:8]3=[CH:7][C:6]=2[N:5]=[CH:4][CH:3]=1.Cl.Cl.[N:19]1[C:28]2[CH:27]=[C:26]3[CH2:29][CH2:30][NH:31][CH2:32][CH2:33][C:25]3=[CH:24][C:23]=2[N:22]=[CH:21][CH:20]=1.Cl, predict the reaction product. The product is: [ClH:1].[N:2]1[C:11]2[CH:10]=[C:9]3[CH2:12][CH2:13][NH2+:14][CH2:15][CH2:16][C:8]3=[CH:7][C:6]=2[N:5]=[CH:4][CH:3]=1.[ClH:1].[ClH:1].[N:19]1[C:28]2[CH:27]=[C:26]3[CH2:29][CH2:30][NH2+:31][CH2:32][CH2:33][C:25]3=[CH:24][C:23]=2[N:22]=[CH:21][CH:20]=1.